This data is from Full USPTO retrosynthesis dataset with 1.9M reactions from patents (1976-2016). The task is: Predict the reactants needed to synthesize the given product. (1) Given the product [CH3:7][O:8][C:9]1[CH:16]=[CH:15][C:12]([C:13]#[N:14])=[CH:11][C:10]=1[CH:28]([CH3:30])[CH3:29], predict the reactants needed to synthesize it. The reactants are: C(=O)([O-])[O-].[K+].[K+].[CH3:7][O:8][C:9]1[CH:16]=[CH:15][C:12]([C:13]#[N:14])=[CH:11][C:10]=1OCCCN1CCOCC1.Br[CH:28]([CH3:30])[CH3:29]. (2) Given the product [OH:54][C:49]1[CH:50]=[CH:51][CH:52]=[CH:53][C:48]=1[N:42]1[CH2:47][CH2:46][N:45]([C:17]([C:3]2[C:4]([C:7]3[CH:12]=[CH:11][CH:10]=[CH:9][C:8]=3[C:13]([F:14])([F:15])[F:16])=[N:5][O:6][C:2]=2[CH3:1])=[O:19])[CH2:44][CH2:43]1, predict the reactants needed to synthesize it. The reactants are: [CH3:1][C:2]1[O:6][N:5]=[C:4]([C:7]2[CH:12]=[CH:11][CH:10]=[CH:9][C:8]=2[C:13]([F:16])([F:15])[F:14])[C:3]=1[C:17]([OH:19])=O.Cl.C(N=C=NCCCN(C)C)C.OC1C2N=NNC=2C=CC=1.[N:42]1([C:48]2[CH:53]=[CH:52][CH:51]=[CH:50][C:49]=2[OH:54])[CH2:47][CH2:46][NH:45][CH2:44][CH2:43]1. (3) Given the product [CH3:11][O:10][C:8]1[CH:7]=[CH:6][C:3]2[CH:4]=[C:15]([C:16]([O:18][CH3:19])=[O:17])[S:14][C:2]=2[CH:9]=1, predict the reactants needed to synthesize it. The reactants are: F[C:2]1[CH:9]=[C:8]([O:10][CH3:11])[CH:7]=[CH:6][C:3]=1[CH:4]=O.[H-].[Na+].[SH:14][CH2:15][C:16]([O:18][CH3:19])=[O:17]. (4) The reactants are: [NH2:1][C:2]1[N:7]=[C:6]([N:8]([CH3:15])[C:9]2[CH:14]=[CH:13][CH:12]=[CH:11][CH:10]=2)[N:5]=[C:4]([C:16]2[N:20]=[C:19]([C:21]3[N:26]=[CH:25][C:24]([C:27](=[O:29])[CH3:28])=[CH:23][CH:22]=3)[O:18][N:17]=2)[N:3]=1.[BH4-].[Na+].CCOC(C)=O.O. Given the product [NH2:1][C:2]1[N:7]=[C:6]([N:8]([CH3:15])[C:9]2[CH:14]=[CH:13][CH:12]=[CH:11][CH:10]=2)[N:5]=[C:4]([C:16]2[N:20]=[C:19]([C:21]3[N:26]=[CH:25][C:24]([CH:27]([OH:29])[CH3:28])=[CH:23][CH:22]=3)[O:18][N:17]=2)[N:3]=1, predict the reactants needed to synthesize it. (5) Given the product [C:61]([C:2]1[CH:24]=[CH:23][CH:22]=[C:21]([F:25])[C:3]=1[CH2:4][N:5]1[C:13]2[C:8](=[CH:9][CH:10]=[C:11]([C:14]([F:19])([F:18])[C:15]([OH:17])=[O:16])[CH:12]=2)[C:7]([CH3:20])=[N:6]1)#[N:62], predict the reactants needed to synthesize it. The reactants are: Cl[C:2]1[CH:24]=[CH:23][CH:22]=[C:21]([F:25])[C:3]=1[CH2:4][N:5]1[C:13]2[C:8](=[CH:9][CH:10]=[C:11]([C:14]([F:19])([F:18])[C:15]([OH:17])=[O:16])[CH:12]=2)[C:7]([CH3:20])=[N:6]1.C1(P(C2CCCCC2)C2C=CC=CC=2C2C(C(C)C)=CC(C(C)C)=CC=2C(C)C)CCCCC1.Cl.[CH3:61][N:62](C)C=O.